This data is from CYP3A4 inhibition data for predicting drug metabolism from PubChem BioAssay. The task is: Regression/Classification. Given a drug SMILES string, predict its absorption, distribution, metabolism, or excretion properties. Task type varies by dataset: regression for continuous measurements (e.g., permeability, clearance, half-life) or binary classification for categorical outcomes (e.g., BBB penetration, CYP inhibition). Dataset: cyp3a4_veith. (1) The result is 0 (non-inhibitor). The drug is COC(=O)C/C=C\[C@@H](C)[C@H]1C=C[C@H](O)[C@@H](CO)O1. (2) The drug is CN1CCN(NC(=O)c2ccc(F)cc2)CC1. The result is 0 (non-inhibitor). (3) The drug is O=c1c(-c2cc(F)cc(F)c2)nc2cncnc2n1-c1ccccc1. The result is 0 (non-inhibitor). (4) The compound is O=C(CSc1nnnn1C1CCCC1)Nc1ccc(F)cc1. The result is 1 (inhibitor). (5) The compound is C(=N\Nc1ccccn1)\c1cccnc1. The result is 1 (inhibitor). (6) The compound is CCN1C(=O)[C@H]2CC[C@@H]3/C(=N\OCc4ccccc4)C[C@@H](O)[C@@H](O)[C@@H]3[C@@H]2C1=O. The result is 0 (non-inhibitor).